From a dataset of Human intestinal absorption (HIA) binary classification data from Hou et al.. Regression/Classification. Given a drug SMILES string, predict its absorption, distribution, metabolism, or excretion properties. Task type varies by dataset: regression for continuous measurements (e.g., permeability, clearance, half-life) or binary classification for categorical outcomes (e.g., BBB penetration, CYP inhibition). Dataset: hia_hou. (1) The compound is CN(N=O)C(=O)N[C@H]1[C@@H](O)O[C@@H](CO)[C@@H](O)[C@H]1O. The result is 0 (poor absorption). (2) The molecule is CCCc1nc2c(n1Cc1ccc(-c3ccccc3C(=O)O)cc1)=C[C@H](c1nc3ccccc3n1C)CC=2C. The result is 1 (good absorption). (3) The molecule is COc1cc2nc(N3CCN(C(=O)[C@@H]4CCCO4)CC3)nc(N)c2cc1OC. The result is 1 (good absorption). (4) The drug is CCn1cc(C(=O)O)c(=O)c2cc(F)c(N3CCN[C@@H](C)C3)c(F)c21. The result is 1 (good absorption). (5) The molecule is CN[C@H](CC(C)C)C(=O)N[C@@H]1C(=O)N[C@H](CC(N)=O)C(=O)N[C@H]2C(=O)N[C@@H]3C(=O)N[C@H](C(=O)N[C@@H](C(=O)O)c4cc(O)cc(O)c4-c4cc3ccc4O)[C@H](O)c3ccc(c(Cl)c3)Oc3cc2cc(c3O[C@@H]2O[C@@H](CO)[C@@H](O)[C@H](O)[C@H]2O[C@@H]2C[C@@](C)(N)[C@H](O)[C@H](C)O2)Oc2ccc(cc2Cl)[C@@H]1O. The result is 0 (poor absorption). (6) The compound is COc1ccnc(CS(=O)c2nc3cc(OC(F)F)ccc3[nH]2)c1OC. The result is 1 (good absorption). (7) The drug is CCN(CC)CCCOC(=O)[C@@]1(c2ccccc2)C[C@@H]2CC[C@@H]1C2. The result is 1 (good absorption). (8) The drug is C[C@@]12CCC(=O)C=C1CC[C@H]1[C@H]2[C@H](O)C[C@]2(C)[C@@H]1CC[C@@]2(O)C(=O)CO. The result is 1 (good absorption). (9) The drug is C=CCNc1nc(NCC=C)nc(N2CCN(C(c3ccc(F)cc3)c3ccc(F)cc3)CC2)n1. The result is 1 (good absorption). (10) The molecule is Cc1cc(NS(=O)(=O)c2ccc(N)cc2)nc(C)n1. The result is 1 (good absorption).